The task is: Predict which catalyst facilitates the given reaction.. This data is from Catalyst prediction with 721,799 reactions and 888 catalyst types from USPTO. (1) Reactant: O=P(Cl)(Cl)Cl.[Br:6][C:7]1[CH:8]=[C:9]([C:20]([O:22][CH3:23])=[O:21])[C:10]2[CH:11]=[CH:12][N:13]([CH:16]([CH2:18][CH3:19])[CH3:17])[C:14]=2[CH:15]=1.NCC1[C:27](=[O:36])NC(C)=CC=1CCC.[OH-].[Na+]. Product: [Br:6][C:7]1[CH:8]=[C:9]([C:20]([O:22][CH3:23])=[O:21])[C:10]2[C:11]([CH:27]=[O:36])=[CH:12][N:13]([CH:16]([CH2:18][CH3:19])[CH3:17])[C:14]=2[CH:15]=1. The catalyst class is: 18. (2) Reactant: [C:1]([C:5]1[CH:23]=[C:22]([Cl:24])[CH:21]=[CH:20][C:6]=1[O:7][CH:8]1[CH2:11][N:10]([C:12](=[O:19])[CH2:13][CH2:14][C:15]([O:17]C)=[O:16])[CH2:9]1)([CH3:4])([CH3:3])[CH3:2].[OH-].[Li+].Cl. Product: [C:1]([C:5]1[CH:23]=[C:22]([Cl:24])[CH:21]=[CH:20][C:6]=1[O:7][CH:8]1[CH2:11][N:10]([C:12](=[O:19])[CH2:13][CH2:14][C:15]([OH:17])=[O:16])[CH2:9]1)([CH3:4])([CH3:2])[CH3:3]. The catalyst class is: 1. (3) Reactant: [Cl:1][C:2]1[CH:3]=[CH:4][C:5]([C:29]#[N:30])=[C:6]([C:8]2[C:13]([O:14][CH3:15])=[CH:12][N:11]([CH:16]([CH2:20][C:21]3([C:24]([F:27])([F:26])[F:25])[CH2:23][CH2:22]3)[C:17](O)=[O:18])[C:10](=[O:28])[CH:9]=2)[CH:7]=1.[NH2:31][C:32]1[CH:44]=[CH:43][C:35]([C:36]([O:38][C:39]([CH3:42])([CH3:41])[CH3:40])=[O:37])=[CH:34][CH:33]=1.CC(C)N=C=NC(C)C.C(#N)C. Product: [Cl:1][C:2]1[CH:3]=[CH:4][C:5]([C:29]#[N:30])=[C:6]([C:8]2[C:13]([O:14][CH3:15])=[CH:12][N:11]([CH:16]([CH2:20][C:21]3([C:24]([F:26])([F:27])[F:25])[CH2:22][CH2:23]3)[C:17]([NH:31][C:32]3[CH:44]=[CH:43][C:35]([C:36]([O:38][C:39]([CH3:40])([CH3:41])[CH3:42])=[O:37])=[CH:34][CH:33]=3)=[O:18])[C:10](=[O:28])[CH:9]=2)[CH:7]=1. The catalyst class is: 9. (4) Reactant: Cl.C[O:3][C:4]1(OC)[C:12]2[C:7](=[CH:8][CH:9]=[C:10]([S:13][CH2:14][CH2:15][C:16]3[CH:26]=[CH:25][C:19]([C:20]([O:22][CH2:23][CH3:24])=[O:21])=[CH:18][CH:17]=3)[CH:11]=2)[N:6]([CH2:27][CH2:28][CH2:29][CH2:30][CH3:31])[C:5]1=[O:32].O.C(OCC)(=O)C. Product: [O:32]=[C:5]1[C:4](=[O:3])[C:12]2[C:7](=[CH:8][CH:9]=[C:10]([S:13][CH2:14][CH2:15][C:16]3[CH:26]=[CH:25][C:19]([C:20]([O:22][CH2:23][CH3:24])=[O:21])=[CH:18][CH:17]=3)[CH:11]=2)[N:6]1[CH2:27][CH2:28][CH2:29][CH2:30][CH3:31]. The catalyst class is: 21.